This data is from Full USPTO retrosynthesis dataset with 1.9M reactions from patents (1976-2016). The task is: Predict the reactants needed to synthesize the given product. (1) Given the product [C:14]([C:8]1[CH:9]=[C:10]([O:11][CH2:12][CH3:13])[C:5]([C:4]([OH:18])=[O:3])=[CH:6][N:7]=1)([CH3:17])([CH3:15])[CH3:16], predict the reactants needed to synthesize it. The reactants are: C([O:3][C:4](=[O:18])[C:5]1[C:10]([O:11][CH2:12][CH3:13])=[CH:9][C:8]([C:14]([CH3:17])([CH3:16])[CH3:15])=[N:7][CH:6]=1)C.[OH-].[K+]. (2) Given the product [CH2:1]([O:8][C:9]1[C:14]([C:15]([CH3:18])([CH3:17])[CH3:16])=[CH:13][CH:12]=[CH:11][C:10]=1[C:19]([C:33]1[CH:38]=[CH:37][CH:36]=[CH:35][CH:34]=1)([C:21]1[CH:26]=[CH:25][CH:24]=[C:23]([C:27]2[CH:32]=[CH:31][CH:30]=[CH:29][N:28]=2)[CH:22]=1)[OH:20])[C:2]1[CH:3]=[CH:4][CH:5]=[CH:6][CH:7]=1, predict the reactants needed to synthesize it. The reactants are: [CH2:1]([O:8][C:9]1[C:14]([C:15]([CH3:18])([CH3:17])[CH3:16])=[CH:13][CH:12]=[CH:11][C:10]=1[C:19]([C:21]1[CH:26]=[CH:25][CH:24]=[C:23]([C:27]2[CH:32]=[CH:31][CH:30]=[CH:29][N:28]=2)[CH:22]=1)=[O:20])[C:2]1[CH:7]=[CH:6][CH:5]=[CH:4][CH:3]=1.[C:33]1([Li])[CH:38]=[CH:37][CH:36]=[CH:35][CH:34]=1.[Cl-].[NH4+].